Dataset: Full USPTO retrosynthesis dataset with 1.9M reactions from patents (1976-2016). Task: Predict the reactants needed to synthesize the given product. (1) Given the product [Br-:1].[O:6]=[C:3]([CH2:4][CH3:5])[CH2:2][S+:7]1[CH2:11][CH2:10][CH2:9][CH2:8]1, predict the reactants needed to synthesize it. The reactants are: [Br:1][CH2:2][C:3](=[O:6])[CH2:4][CH3:5].[S:7]1[CH2:11][CH2:10][CH2:9][CH2:8]1. (2) Given the product [CH3:18][O:17][C:14]1[CH:13]=[CH:12][C:11]([C:5]2[CH:6]=[C:7]([C:8]([NH2:10])=[O:9])[CH:2]=[N:3][C:4]=2[C:19]2[CH:24]=[CH:23][C:22]([O:25][CH3:26])=[CH:21][CH:20]=2)=[CH:16][CH:15]=1, predict the reactants needed to synthesize it. The reactants are: Cl[C:2]1[C:7]([C:8]([NH2:10])=[O:9])=[CH:6][C:5]([C:11]2[CH:16]=[CH:15][C:14]([O:17][CH3:18])=[CH:13][CH:12]=2)=[C:4]([C:19]2[CH:24]=[CH:23][C:22]([O:25][CH3:26])=[CH:21][CH:20]=2)[N:3]=1.CCN(CC)CC.O. (3) The reactants are: [NH2:1][C:2]1[C:3]([CH3:13])=[C:4]([CH:9]=[CH:10][C:11]=1[NH2:12])[C:5]([O:7][CH3:8])=[O:6].[N:14]([O-])=O.[Na+]. Given the product [CH3:13][C:3]1[C:2]2[NH:1][N:14]=[N:12][C:11]=2[CH:10]=[CH:9][C:4]=1[C:5]([O:7][CH3:8])=[O:6], predict the reactants needed to synthesize it. (4) The reactants are: [Cl-].[Al+3].[Cl-].[Cl-].[CH3:5][C:6]1[CH:11]=[CH:10][C:9]([C:12]([CH3:14])=[O:13])=[CH:8][CH:7]=1.[Br:15]Br.Br. Given the product [CH3:5][C:6]1[CH:11]=[CH:10][C:9]([C:12]([CH3:14])=[O:13])=[CH:8][C:7]=1[Br:15], predict the reactants needed to synthesize it. (5) Given the product [NH2:1][C:2]1[C:3]2[C:10]([C:11]3[CH:12]=[CH:13][C:14]([CH3:17])=[CH:15][CH:16]=3)=[CH:9][N:8]([CH:18]3[CH2:22][O:21][CH:20]([CH2:23][O:24][C:25]([P:40](=[O:41])([OH:42])[OH:46])=[P:30]([OH:31])=[O:35])[CH2:19]3)[C:4]=2[N:5]=[CH:6][N:7]=1, predict the reactants needed to synthesize it. The reactants are: [NH2:1][C:2]1[C:3]2[C:10]([C:11]3[CH:16]=[CH:15][C:14]([CH3:17])=[CH:13][CH:12]=3)=[CH:9][N:8]([CH:18]3[CH2:22][O:21][CH:20]([CH2:23][OH:24])[CH2:19]3)[C:4]=2[N:5]=[CH:6][N:7]=1.[CH2:25]([P:30](Cl)(Cl)=[O:31])P(Cl)(Cl)=O.C([O-])(O)=[O:35].[Na+].Cl.[P:40]([O:46]C)(OC)([O:42]C)=[O:41]. (6) Given the product [C:23]1([C:26]2[CH:27]=[CH:28][CH:29]=[CH:30][CH:31]=2)[CH:22]=[CH:21][C:20]([C:18]([N:11]2[CH2:12][C:13](=[N:15][O:16][CH3:17])[CH2:14][C@H:10]2[C:8]([NH:7][CH2:6][CH2:5][OH:4])=[O:9])=[O:19])=[CH:25][CH:24]=1, predict the reactants needed to synthesize it. The reactants are: C([O:4][CH2:5][CH2:6][NH:7][C:8]([C@@H:10]1[CH2:14][C:13](=[N:15][O:16][CH3:17])[CH2:12][N:11]1[C:18]([C:20]1[CH:25]=[CH:24][C:23]([C:26]2[CH:31]=[CH:30][CH:29]=[CH:28][CH:27]=2)=[CH:22][CH:21]=1)=[O:19])=[O:9])(=O)C.[OH-].[Na+].CO. (7) Given the product [ClH:23].[N+:1]([C:4]1[CH:5]=[CH:6][C:7]([NH:10][C@@H:11]2[CH2:15][CH2:14][NH:13][CH2:12]2)=[N:8][CH:9]=1)([O-:3])=[O:2], predict the reactants needed to synthesize it. The reactants are: [N+:1]([C:4]1[CH:5]=[CH:6][C:7]([NH:10][C@@H:11]2[CH2:15][CH2:14][N:13](C(OC(C)(C)C)=O)[CH2:12]2)=[N:8][CH:9]=1)([O-:3])=[O:2].[ClH:23].O1CCOCC1. (8) Given the product [F:29][C:30]([F:44])([F:45])[C:31]1[CH:32]=[CH:33][C:34]([C:37]2[CH:42]=[CH:41][CH:40]=[C:39]([O:43][CH:46]3[CH2:50][CH:3]4[NH:4][CH:48]([CH2:1][CH2:2]4)[CH2:47]3)[CH:38]=2)=[CH:35][CH:36]=1, predict the reactants needed to synthesize it. The reactants are: [CH3:1][C:2]1(C)NS(=O)(=O)[N:4]([P+](C2C=CC=CC=2)(C2C=CC=CC=2)C2C=CC=CC=2)[CH2:3]1.[F:29][C:30]([F:45])([F:44])[C:31]1[CH:36]=[CH:35][C:34]([C:37]2[CH:42]=[CH:41][CH:40]=[C:39]([OH:43])[CH:38]=2)=[CH:33][CH:32]=1.[CH2:46]1[CH2:50]O[CH2:48][CH2:47]1.